From a dataset of Experimentally validated miRNA-target interactions with 360,000+ pairs, plus equal number of negative samples. Binary Classification. Given a miRNA mature sequence and a target amino acid sequence, predict their likelihood of interaction. (1) The miRNA is mmu-miR-3060-3p with sequence CCAUAGCACAGAAGCACUCCCA. The protein sequence of the target gene is MAASQVLGEKINILSGETVKAGDRDPLGNDCPEQDRLPQRSWRQKCASYVLALRPWSFSASLTPVALGSALAYRSHGVLDPRLLVGCAVAVLAVHGAGNLVNTYYDFSKGIDHKKSDDRTLVDRILEPQDVVRFGVFLYTLGCVCAACLYYLSPLKLEHLALIYFGGLSGSFLYTGGIGFKYVALGDLIILITFGPLAVMFAYAIQVGSLAIFPLVYAIPLALSTEAILHSNNTRDMESDREAGIVTLAILIGPTFSYILYNTLLFLPYLVFSILATHCTISLALPLLTIPMAFSLERQF.... Result: 0 (no interaction). (2) The miRNA is hsa-miR-6791-3p with sequence UGCCUCCUUGGUCUCCGGCAG. The protein sequence of the target gene is MSVLRPLDKLPGLNTATILLVGTEDALLQQLADSMLKEDCASELKVHLAKSLPLPSSVNRPRIDLIVFVVNLHSKYSLQNTEESLRHVDASFFLGKVCFLATGAGRESHCSIHRHTVVKLAHTYQSPLLYCDLEVEGFRATMAQRLVRVLQICAGHVPGVSALNLLSLLRSSEGPSLEDL. Result: 1 (interaction). (3) The miRNA is mmu-miR-876-5p with sequence UGGAUUUCUCUGUGAAUCACUA. The protein sequence of the target gene is MEPSPDAEEAHTVREALGRYEAALEGAVRALHEDMQGLQRGVERRVAEALRLAGPLARTVAELQRDNQRLQAQLERLTRQVEALGLATGVSPAPGTPSPPPAATVTDRAPRLGTARFSSHATFSLSGRSPSVEHDEASDLEVRRASNSCILENGHQLDAGPANGSSEVQTSSAQEPPRPRPVSLSLRMPHQPVTAVTRVSEKFSGETSASALSPTSAAIVGGFTPSPSEAISPWTPSPTEKSSSFTRSLSGSGYGAVTAGKRKDSPPLVTPPQSPPSSQPPAMTQAPRQGERRRELVRSQ.... Result: 1 (interaction). (4) The miRNA is hsa-miR-6875-5p with sequence UGAGGGACCCAGGACAGGAGA. The protein sequence of the target gene is MTENMKECLAHTKAAVGDMVTVVKTEVCSPLRDQEYGQPCSRRLEPSSMEVEPKKLKGKRDLIVTKSFQQVDFWFCESCQEYFVDECPNHGPPVFVSDTPVPVGIPDRAALTIPQGMEVVKDAGGESDVRCINEVIPKGHIFGPYEGQISTQDKSAGFFSWLIVDKNNRYKSIDGSDETKANWMRYVVISREEREQNLLAFQHSERIYFRACRDIRPGERLRVWYSEDYMKRLHSMSQETIHRNLARGEKRLQREKAEQALENPEDLRGPTQFPVLKQGRSPYKRSFDEGDIHPQAKKKK.... Result: 0 (no interaction). (5) The miRNA is mmu-miR-146a-5p with sequence UGAGAACUGAAUUCCAUGGGUU. The protein sequence of the target gene is MSVMDLANTCSSFQSDLDFCSDCGSVLPLPGAQDTVTCIRCGFNINVRDFEGKVVKTSVVFHQLGTAMPMSVEEGPECQGPVVDRRCPRCGHEGMAYHTRQMRSADEGQTVFYTCTNCKFQEKEDS. Result: 0 (no interaction). (6) The miRNA is mmu-miR-666-5p with sequence AGCGGGCACAGCUGUGAGAGCC. The protein sequence of the target gene is MVRFGDELGGRYGGTGGGERARGGGAGGAGGPGQGGLPPGQRVLYKQSIAQRARTMALYNPIPVKQNCFTVNRSLFVFSEDNVVRKYAKRITEWPPFEYMILATIIANCIVLALEQHLPDGDKTPMSERLDDTEPYFIGIFCFEAGIKIIALGFVFHKGSYLRNGWNVMDFVVVLTGILATAGTDFDLRTLRAVRVLRPLKLVSGIPSLQVVLKSIMKAMVPLLQIGLLLFFAILMFAIIGLEFYMGKFHKACFPNSTDTEPVGDFPCGKDPPARQCDGDTECREYWPGPNFGITNFDNI.... Result: 0 (no interaction). (7) The miRNA is hsa-miR-7706 with sequence UGAAGCGCCUGUGCUCUGCCGAGA. The protein sequence of the target gene is MAPSVVLRSFSRLLAPARLPSCSSTRSKFYVREPVNAKPNWLAVGLSVGASVFMWIYLIQTHNEDVLEYKRRNGLE. Result: 0 (no interaction).